Task: Predict which catalyst facilitates the given reaction.. Dataset: Catalyst prediction with 721,799 reactions and 888 catalyst types from USPTO (1) Reactant: [CH3:1][C:2]1(C)[O:7][C:6]2[CH:8]=[CH:9][C:10]([C@@H:12]([OH:36])[CH2:13][NH:14][CH2:15][CH2:16][CH2:17][CH2:18][CH2:19][CH2:20][O:21][CH2:22][CH2:23][CH2:24][CH2:25][C:26]3[CH:27]=[C:28]([S:32]([NH2:35])(=[O:34])=[O:33])[CH:29]=[CH:30][CH:31]=3)=[CH:11][C:5]=2[CH2:4][O:3]1.C(O)(=O)C. Product: [C:2]([OH:7])(=[O:3])[CH3:1].[OH:36][C@H:12]([C:10]1[CH:9]=[CH:8][C:6]([OH:7])=[C:5]([CH2:4][OH:3])[CH:11]=1)[CH2:13][NH:14][CH2:15][CH2:16][CH2:17][CH2:18][CH2:19][CH2:20][O:21][CH2:22][CH2:23][CH2:24][CH2:25][C:26]1[CH:27]=[C:28]([S:32]([NH2:35])(=[O:34])=[O:33])[CH:29]=[CH:30][CH:31]=1. The catalyst class is: 6. (2) Reactant: C(OC([N:8]1[CH2:13][CH2:12][N:11]([C:14]2[C:23]3[C:18](=[CH:19][CH:20]=[CH:21][CH:22]=3)[N:17]3[N:24]=[N:25][C:26]([C:27]4[CH:32]=[CH:31][CH:30]=[CH:29][C:28]=4[F:33])=[C:16]3[N:15]=2)[CH2:10][CH2:9]1)=O)(C)(C)C. Product: [F:33][C:28]1[CH:29]=[CH:30][CH:31]=[CH:32][C:27]=1[C:26]1[N:25]=[N:24][N:17]2[C:18]3[C:23](=[CH:22][CH:21]=[CH:20][CH:19]=3)[C:14]([N:11]3[CH2:10][CH2:9][NH:8][CH2:13][CH2:12]3)=[N:15][C:16]=12. The catalyst class is: 4. (3) Reactant: C([O:3][C:4](=[O:34])[C:5]1[CH:10]=[CH:9][CH:8]=[C:7]([N:11]2[C:15]([CH3:16])=[CH:14][CH:13]=[C:12]2[C:17]2[CH:22]=[C:21]([Br:23])[CH:20]=[CH:19][C:18]=2[O:24][CH2:25][C:26]2[CH:31]=[CH:30][C:29]([O:32][CH3:33])=[CH:28][CH:27]=2)[CH:6]=1)C.[OH-].[Na+]. Product: [Br:23][C:21]1[CH:20]=[CH:19][C:18]([O:24][CH2:25][C:26]2[CH:27]=[CH:28][C:29]([O:32][CH3:33])=[CH:30][CH:31]=2)=[C:17]([C:12]2[N:11]([C:7]3[CH:6]=[C:5]([CH:10]=[CH:9][CH:8]=3)[C:4]([OH:34])=[O:3])[C:15]([CH3:16])=[CH:14][CH:13]=2)[CH:22]=1. The catalyst class is: 14. (4) Reactant: Br[C:2]1[CH:7]=[CH:6][C:5]([C:8]2[N:9]=[C:10]([N:18]3[CH2:23][CH2:22][N:21]([CH2:24][CH3:25])[CH2:20][CH2:19]3)[C:11]3[C:16]([CH:17]=2)=[CH:15][CH:14]=[CH:13][CH:12]=3)=[CH:4][CH:3]=1.[O:26]1[CH2:31][CH2:30][C:29](=[O:32])[CH2:28][CH2:27]1.[Cl-].[NH4+]. Product: [CH2:24]([N:21]1[CH2:22][CH2:23][N:18]([C:10]2[C:11]3[C:16](=[CH:15][CH:14]=[CH:13][CH:12]=3)[CH:17]=[C:8]([C:5]3[CH:4]=[CH:3][C:2]([C:29]4([OH:32])[CH2:30][CH2:31][O:26][CH2:27][CH2:28]4)=[CH:7][CH:6]=3)[N:9]=2)[CH2:19][CH2:20]1)[CH3:25]. The catalyst class is: 7. (5) Reactant: [C:1]([O:5][C:6]([N:8]([CH2:10][CH2:11][O:12][C:13]1[C:18]([CH2:19][O:20][C:21]2[C:26](Br)=[CH:25][C:24]([F:28])=[C:23]([N+:29]([O-])=O)[CH:22]=2)=[C:17]([F:32])[C:16]([F:33])=[CH:15][CH:14]=1)[CH3:9])=[O:7])([CH3:4])([CH3:3])[CH3:2].C(N(CC)CC)C.O. Product: [C:1]([O:5][C:6]([N:8]([CH2:10][CH2:11][O:12][C:13]1[C:18]([CH2:19][O:20][C:21]2[CH:26]=[CH:25][C:24]([F:28])=[C:23]([CH:22]=2)[NH2:29])=[C:17]([F:32])[C:16]([F:33])=[CH:15][CH:14]=1)[CH3:9])=[O:7])([CH3:4])([CH3:2])[CH3:3]. The catalyst class is: 586.